This data is from Peptide-MHC class I binding affinity with 185,985 pairs from IEDB/IMGT. The task is: Regression. Given a peptide amino acid sequence and an MHC pseudo amino acid sequence, predict their binding affinity value. This is MHC class I binding data. (1) The peptide sequence is KIFNNNYKT. The MHC is HLA-A02:06 with pseudo-sequence HLA-A02:06. The binding affinity (normalized) is 0.208. (2) The MHC is HLA-A02:12 with pseudo-sequence HLA-A02:12. The binding affinity (normalized) is 0.0847. The peptide sequence is KQLDIQYLK. (3) The peptide sequence is WHTTKGAAL. The MHC is HLA-B48:01 with pseudo-sequence HLA-B48:01. The binding affinity (normalized) is 0.0847. (4) The peptide sequence is FLFWFLKSGA. The MHC is HLA-A02:03 with pseudo-sequence HLA-A02:03. The binding affinity (normalized) is 1.00.